The task is: Regression. Given a peptide amino acid sequence and an MHC pseudo amino acid sequence, predict their binding affinity value. This is MHC class I binding data.. This data is from Peptide-MHC class I binding affinity with 185,985 pairs from IEDB/IMGT. (1) The binding affinity (normalized) is 0. The peptide sequence is YCDPKRYFV. The MHC is HLA-A29:02 with pseudo-sequence HLA-A29:02. (2) The peptide sequence is KQYNVTQAF. The MHC is HLA-A02:01 with pseudo-sequence HLA-A02:01. The binding affinity (normalized) is 0.